This data is from Drug-target binding data from BindingDB using IC50 measurements. The task is: Regression. Given a target protein amino acid sequence and a drug SMILES string, predict the binding affinity score between them. We predict pIC50 (pIC50 = -log10(IC50 in M); higher means more potent). Dataset: bindingdb_ic50. The drug is O=c1[nH]c2ccc(C#CCN3CCC(Cc4ccc(F)cc4)CC3)cc2[nH]1. The target protein (Q05586) has sequence MSTMRLLTLALLFSCSVARAACDPKIVNIGAVLSTRKHEQMFREAVNQANKRHGSWKIQLNATSVTHKPNAIQMALSVCEDLISSQVYAILVSHPPTPNDHFTPTPVSYTAGFYRIPVLGLTTRMSIYSDKSIHLSFLRTVPPYSHQSSVWFEMMRVYSWNHIILLVSDDHEGRAAQKRLETLLEERESKAEKVLQFDPGTKNVTALLMEAKELEARVIILSASEDDAATVYRAAAMLNMTGSGYVWLVGEREISGNALRYAPDGILGLQLINGKNESAHISDAVGVVAQAVHELLEKENITDPPRGCVGNTNIWKTGPLFKRVLMSSKYADGVTGRVEFNEDGDRKFANYSIMNLQNRKLVQVGIYNGTHVIPNDRKIIWPGGETEKPRGYQMSTRLKIVTIHQEPFVYVKPTLSDGTCKEEFTVNGDPVKKVICTGPNDTSPGSPRHTVPQCCYGFCIDLLIKLARTMNFTYEVHLVADGKFGTQERVNNSNKKEWNG.... The pIC50 is 4.0.